Dataset: Experimentally validated miRNA-target interactions with 360,000+ pairs, plus equal number of negative samples. Task: Binary Classification. Given a miRNA mature sequence and a target amino acid sequence, predict their likelihood of interaction. (1) The miRNA is mmu-miR-98-5p with sequence UGAGGUAGUAAGUUGUAUUGUU. The protein sequence of the target gene is MRERIWAPPLLLLLPLLLPPPLWGGPPDSPRRELELEPGPLQPFDLLYASGAAAYYSGDYERAVRDLEAALRSHRRLREIRTRCARHCAARHPLPPPPPGEGPGAELPLFRSLLGRARCYRSCETQRLGGPASRHRVSEDVRSDFQRRVPYNYLQRAYIKLNQLEKAVEAAHTFFVANPEHMEMQQNIENYRATAGVEALQLVDREAKPHMESYNAGVKHYEADDFEMAIRHFEQALREYFVEDTECRTLCEGPQRFEEYEYLGYKAGLYEAIADHYMQVLVCQHECVRELATRPGRLSP.... Result: 0 (no interaction). (2) The miRNA is hsa-miR-8071 with sequence CGGUGGACUGGAGUGGGUGG. The protein sequence of the target gene is MHPSTPISSLFSFTSPAVKRLLGWKQGDEEEKWAEKAVDSLVKKLKKKKGAMDELERALSCPGQPSKCVTIPRSLDGRLQVSHRKGLPHVIYCRVWRWPDLQSHHELKPLECCEFPFGSKQKEVCINPYHYRRVETPVLPPVLVPRHSEYNPQLSLLAKFRSASLHSEPLMPHNATYPDSFQQSLCPAPPSSPGHVFPQSPCPTSYPHSPGSPSESDSPYQHSDFRPVCYEEPQHWCSVAYYELNNRVGETFQASSRSVLIDGFTDPSNNRNRFCLGLLSNVNRNSTIENTRRHIGKGVH.... Result: 0 (no interaction). (3) The protein sequence of the target gene is MPRRKQQAPRRAAAYVSEELKAAALVDEGLDPEEHTADGEPSAKYMCPEKELARACPSYQNSPAAEFSCHEMDSESHISETSDRMADFESGSIKNEEETKEVTVPLEDTTVSDSLEQMKAVYNNFLSNSYWSNLNLNLHQPSSEKNNGSSSSSSSSSSSCGSGSFDWHQSAMAKTLQQVSQSRMLPEPSLFSTVQLYRQSSKLYGSIFTGASKFRCKDCSAAYDTLVELTVHMNETGHYRDDNHETDNNNPKRWSKPRKRSLLEMEGKEDAQKVLKCMYCGHSFESLQDLSVHMIKTKHY.... Result: 1 (interaction). The miRNA is hsa-miR-21-5p with sequence UAGCUUAUCAGACUGAUGUUGA. (4) The miRNA is ebv-miR-BART2-5p with sequence UAUUUUCUGCAUUCGCCCUUGC. The protein sequence of the target gene is MAGRLAGFLMLLGLASQGPAPAYAGKMKVVEEPNTFGLNNPFLPQASRLQPKREPSAVSGPLHLFRLAGKCFSLVESTYKYEFCPFHNVTQHEQTFRWNAYSGILGIWHEWEIINNTFKGMWMTDGDSCHSRSRQSKVELTCGKINRLAHVSEPSTCVYALTFETPLVCHPHSLLVYPTLSEALQQRWDQVEQDLADELITPQGYEKLLRVLFEDAGYLKVPGETHPTQLAGGSKGLGLETLDNCRKAHAELSQEVQRLTSLLQQHGIPHTQPTETTHSQHLGQQLPIGAIAAEHLRSDP.... Result: 0 (no interaction). (5) The protein sequence of the target gene is MFYSGLLTEGGRKETDMREAASLRQQRRMKQAVQFIHKDSADLLPLDGLKKLGSSKDMQPHNILQRRLMETNLSKLRSGPRVPWASKTNKLNQAKSEGLKKSEEDDMILVSCQCAGKDVKALVDTGCLYNLISLACVDRLGLKEHVKSHKHEGEKLSLPRHLKVVGQIEHLVITLGSLRLDCPAAVVDDNEKNLSLGLQTLRSLKCIINLDKHRLIMGKTDKEEIPFVETVSLNEDNTSEA. The miRNA is hsa-miR-7162-3p with sequence UCUGAGGUGGAACAGCAGC. Result: 1 (interaction). (6) The miRNA is hsa-miR-192-5p with sequence CUGACCUAUGAAUUGACAGCC. The protein sequence of the target gene is MISTAPLYSGVHNWTSSDRIRMCGINEERRAPLSDEESTTGDCQHFGSQEFCVSSSFSKVELTAVGSGSNARGADPDGSATEKLGHKSEDKPDDPQPKMDYAGNVAEAEGFLVPLSSPGDGLKLPASDSAEASNSRADCSWTPLNTQMSKQVDCSPAGVKALDSRQGVGEKNTFILATLGTGVPVEGTLPLVTTNFSPLPAPICPPAPGSASVPHSVPDAFQVPLSVPAPVPHSGLVPVQVATSVPAPSPPLAPVPALAPAPPSVPTLISDSNPLSVSASVLVPVPASAPPSGPVPLSAP.... Result: 1 (interaction). (7) The miRNA is rno-miR-150-5p with sequence UCUCCCAACCCUUGUACCAGUG. The protein sequence of the target gene is MQDPNADTEWNDILRKKGILPPKESLKELEEEEAEKEEQLLQQSVVKTYEDMTLEELEENEDEFSEEDERAIEMYRQQRLAEWKATQLKNKFGEVLEISGKDYVQEVTKAGEGLWVILHLYKQGIPLCSLINHHLSGLARKFPDVKFIKAISTTCIPNYPDRNLPTVFVYREGDIKAQFIGPLVFGGMNLTIDELEWKLSESGAIKTALEENPKKPIQDLLLSSVRGPVPMRRDSDSEDD. Result: 0 (no interaction). (8) The miRNA is mmu-miR-10b-5p with sequence UACCCUGUAGAACCGAAUUUGUG. The protein sequence of the target gene is MGVKTFTHSSSSHSQEMLGKLNMLRNDGHFCDITIRVQDKIFRAHKVVLAACSDFFRTKLVGQTEDENKNVLDLHHVTVTGFIPLLEYAYTATLSINTENIIDVLAAASYMQMFSVASTCSEFMKSSILWNTPNSQPEKSLDAGQENSSNCNFTSRDGSISPVSSECSAVERTIPVCRESRRKRKSYIVMSPESPVKCSTQTSSPQVLNSSASYAENRSQPVDSSLAFPWTFPFGIDRRIQPEKAKQAENTRTLELPGPSEAGRRVADYVTCESTKPTLPLGTEEDVRVKVERLSDEEVH.... Result: 1 (interaction). (9) The miRNA is dre-miR-125b-5p with sequence UCCCUGAGACCCUAACUUGUGA. The protein sequence of the target gene is MGNEVSLEGGAGDGPLPPGGAGPGPGPGPGPGAGKPPSAPAGGGQLPAAGAARSTAVPPVPGPGPGPGPGPGPGSTSRRLDPKEPLGNQRAASPTPKQASATTPGHESPRETRAQGPAGQEADGPRRTLQVDSRTQRSGRSPSVSPDRGSTPTSPYSVPQIAPLPSSTLCPICKTSDLTSTPSQPNFNTCTQCHNKVCNQCGFNPNPHLTQVKEWLCLNCQMQRALGMDMTTAPRSKSQQQLHSPALSPAHSPAKQPLGKPDQERSRGPGGPQPGSRQAETARATSVPGPAQAAAPPEVG.... Result: 0 (no interaction). (10) The miRNA is hsa-miR-142-3p with sequence UGUAGUGUUUCCUACUUUAUGGA. The protein sequence of the target gene is MAALQKLPHCRKLVLLCFLLATLWEARAGQIRYSVREEIDRGSFVGNIAKDLGLEPLALAEQGVRIVSRGRSQLFALNPRSGSLVTANRIDREELCAQSAPCLLNFNILLEDKLTIYSVEVEITDINDNAPRFGVEELELKISETTTPGFRIPLKNAHDADVGENALQKYALNPNDHFSLDVRRGADGNKYPELVLERSLDREEEAVHHLVLVASDGGDPVLSGTSRICVKVLDANDNAPVFTQPEYRISIPENTLVGTRILTVTATDADEGYYAQVVYFLEKSPGETSEVFELKSTSGE.... Result: 1 (interaction).